From a dataset of Catalyst prediction with 721,799 reactions and 888 catalyst types from USPTO. Predict which catalyst facilitates the given reaction. (1) Reactant: Cl[CH2:2][CH2:3][C:4]([C:6]1[CH:11]=[CH:10][C:9]([CH2:12][C:13]([O:15]CC)=[O:14])=[CH:8][CH:7]=1)=[O:5]. Product: [O:5]=[C:4]1[C:6]2[C:7](=[CH:8][C:9]([CH2:12][C:13]([OH:15])=[O:14])=[CH:10][CH:11]=2)[CH2:2][CH2:3]1. The catalyst class is: 82. (2) Reactant: [C:1]1([C:7]2[N:11]=[C:10]([N:12]3[CH2:17][CH2:16][NH:15][CH2:14][CH2:13]3)[S:9][N:8]=2)[CH:6]=[CH:5][CH:4]=[CH:3][CH:2]=1.C(N(CC)CC)C.[N:25]1[CH:30]=[CH:29][CH:28]=[C:27]([N:31]=[C:32]=[S:33])[CH:26]=1. Product: [C:1]1([C:7]2[N:11]=[C:10]([N:12]3[CH2:17][CH2:16][N:15]([C:32](=[S:33])[NH:31][C:27]4[CH:26]=[N:25][CH:30]=[CH:29][CH:28]=4)[CH2:14][CH2:13]3)[S:9][N:8]=2)[CH:2]=[CH:3][CH:4]=[CH:5][CH:6]=1. The catalyst class is: 7.